This data is from Full USPTO retrosynthesis dataset with 1.9M reactions from patents (1976-2016). The task is: Predict the reactants needed to synthesize the given product. (1) Given the product [CH2:20]([O:19][C:17](=[O:18])[C:16]1[CH:22]=[CH:23][C:13]([O:12][CH2:2][C:3]2[C:8]([CH3:9])=[N:7][C:6]([CH3:10])=[C:5]([CH3:11])[N:4]=2)=[CH:14][CH:15]=1)[CH3:21], predict the reactants needed to synthesize it. The reactants are: Br[CH2:2][C:3]1[C:8]([CH3:9])=[N:7][C:6]([CH3:10])=[C:5]([CH3:11])[N:4]=1.[OH:12][C:13]1[CH:23]=[CH:22][C:16]([C:17]([O:19][CH2:20][CH3:21])=[O:18])=[CH:15][CH:14]=1.C(=O)([O-])[O-].[K+].[K+].CN(C=O)C. (2) The reactants are: CCN(S(F)(F)[F:7])CC.[C:10]([C:13]1[CH:18]=[CH:17][C:16]([C:19]2[CH:20]=[N:21][C:22]([C:25]([F:28])([F:27])[F:26])=[N:23][CH:24]=2)=[CH:15][C:14]=1[CH2:29][NH:30][C:31]([C@@H:33]1[C@H:37](O)[CH2:36][CH2:35][N:34]1[C:39]([O:41][C:42]([CH3:45])([CH3:44])[CH3:43])=[O:40])=[O:32])(=[O:12])[NH2:11]. Given the product [C:10]([C:13]1[CH:18]=[CH:17][C:16]([C:19]2[CH:20]=[N:21][C:22]([C:25]([F:26])([F:27])[F:28])=[N:23][CH:24]=2)=[CH:15][C:14]=1[CH2:29][NH:30][C:31]([C@@H:33]1[C@@H:37]([F:7])[CH2:36][CH2:35][N:34]1[C:39]([O:41][C:42]([CH3:45])([CH3:44])[CH3:43])=[O:40])=[O:32])(=[O:12])[NH2:11], predict the reactants needed to synthesize it. (3) Given the product [Br:36][C:25]1[N:24]([C:28]([O:30][C:31]([CH3:34])([CH3:33])[CH3:32])=[O:29])[C:23]([C:8]2[CH:9]=[C:10]([O:12][C:13]3[CH:18]=[CH:17][C:16]([S:19]([CH3:22])(=[O:21])=[O:20])=[CH:15][CH:14]=3)[CH:11]=[C:6]([O:5][C@@H:4]([CH3:35])[CH2:3][O:2][CH3:1])[CH:7]=2)=[CH:27][CH:26]=1, predict the reactants needed to synthesize it. The reactants are: [CH3:1][O:2][CH2:3][C@H:4]([CH3:35])[O:5][C:6]1[CH:7]=[C:8]([C:23]2[N:24]([C:28]([O:30][C:31]([CH3:34])([CH3:33])[CH3:32])=[O:29])[CH:25]=[CH:26][CH:27]=2)[CH:9]=[C:10]([O:12][C:13]2[CH:18]=[CH:17][C:16]([S:19]([CH3:22])(=[O:21])=[O:20])=[CH:15][CH:14]=2)[CH:11]=1.[Br:36]N1C(=O)CCC1=O.O. (4) Given the product [Si:12]([O:19][CH2:20][CH2:21][NH:6][CH:3]1[CH2:4][CH2:5][O:1][CH2:2]1)([C:15]([CH3:18])([CH3:17])[CH3:16])([CH3:14])[CH3:13], predict the reactants needed to synthesize it. The reactants are: [O:1]1[CH2:5][CH2:4][CH:3]([NH2:6])[CH2:2]1.C([O-])(=O)C.[Na+].[Si:12]([O:19][CH2:20][CH:21]=O)([C:15]([CH3:18])([CH3:17])[CH3:16])([CH3:14])[CH3:13].C(O)(=O)C.C(O[BH-](OC(=O)C)OC(=O)C)(=O)C.[Na+].N. (5) Given the product [CH3:21][O:20][C:7]1[CH:8]=[C:9]2[C:4](=[CH:5][C:6]=1[O:22][CH3:23])[N:3]=[C:2]([NH:25][CH3:24])[N:11]=[C:10]2[C:12]1[CH:17]=[CH:16][CH:15]=[C:14]([CH:18]=[O:19])[CH:13]=1, predict the reactants needed to synthesize it. The reactants are: Cl[C:2]1[N:11]=[C:10]([C:12]2[CH:17]=[CH:16][CH:15]=[C:14]([CH:18]=[O:19])[CH:13]=2)[C:9]2[C:4](=[CH:5][C:6]([O:22][CH3:23])=[C:7]([O:20][CH3:21])[CH:8]=2)[N:3]=1.[CH3:24][NH2:25]. (6) Given the product [Cl:1][C:2]1[CH:7]=[C:6]([F:8])[C:5]([N+:10]([O-:12])=[O:11])=[CH:4][C:3]=1[F:9], predict the reactants needed to synthesize it. The reactants are: [Cl:1][C:2]1[CH:7]=[C:6]([F:8])[CH:5]=[CH:4][C:3]=1[F:9].[N+:10]([O-])([O-:12])=[O:11].[K+].